From a dataset of CYP2C9 inhibition data for predicting drug metabolism from PubChem BioAssay. Regression/Classification. Given a drug SMILES string, predict its absorption, distribution, metabolism, or excretion properties. Task type varies by dataset: regression for continuous measurements (e.g., permeability, clearance, half-life) or binary classification for categorical outcomes (e.g., BBB penetration, CYP inhibition). Dataset: cyp2c9_veith. The drug is CCOC(=O)c1cnc(SCCc2ccccc2)nc1N. The result is 1 (inhibitor).